This data is from Full USPTO retrosynthesis dataset with 1.9M reactions from patents (1976-2016). The task is: Predict the reactants needed to synthesize the given product. The reactants are: [CH3:1]C(C)([O-])C.[K+].[Cl:7][C:8]1[CH:9]=[CH:10][C:11]([O:17][CH2:18][CH2:19]Cl)=[C:12]([CH:16]=1)[C:13]([O-:15])=[O:14]. Given the product [Cl:7][C:8]1[CH:9]=[CH:10][C:11]([O:17][CH:18]=[CH2:19])=[C:12]([CH:16]=1)[C:13]([O:15][CH3:1])=[O:14], predict the reactants needed to synthesize it.